From a dataset of Forward reaction prediction with 1.9M reactions from USPTO patents (1976-2016). Predict the product of the given reaction. (1) Given the reactants [CH2:1]([O:3][C:4]1[CH:9]=[C:8]([CH:10]=[CH2:11])[CH:7]=[CH:6][C:5]=1[N+:12]([O-:14])=[O:13])[CH3:2].[CH3:15][N:16]1[CH2:21][CH2:20][NH:19][CH2:18][CH2:17]1, predict the reaction product. The product is: [CH2:1]([O:3][C:4]1[CH:9]=[C:8]([CH2:10][CH2:11][N:19]2[CH2:20][CH2:21][N:16]([CH3:15])[CH2:17][CH2:18]2)[CH:7]=[CH:6][C:5]=1[N+:12]([O-:14])=[O:13])[CH3:2]. (2) Given the reactants [CH2:1]([N:8]1[C:12]([C:13]2[C:18]([N+:19]([O-])=O)=[CH:17][CH:16]=[CH:15][C:14]=2[O:22][CH3:23])=[N:11][N:10]=[N:9]1)[C:2]1[CH:7]=[CH:6][CH:5]=[CH:4][CH:3]=1.[H][H], predict the reaction product. The product is: [CH2:1]([N:8]1[C:12]([C:13]2[C:14]([O:22][CH3:23])=[CH:15][CH:16]=[CH:17][C:18]=2[NH2:19])=[N:11][N:10]=[N:9]1)[C:2]1[CH:7]=[CH:6][CH:5]=[CH:4][CH:3]=1. (3) The product is: [CH3:1][C:2]1[N:3]=[C:4]([CH2:8][NH:9][C:11]2[C:12](=[O:31])[N:13]([CH3:30])[N:14]=[C:15]([O:17][CH2:18][C@H:19]3[CH2:21][C@@H:20]3[C:22]3[CH:27]=[CH:26][C:25]([O:28][CH3:29])=[CH:24][N:23]=3)[CH:16]=2)[S:5][C:6]=1[CH3:7]. Given the reactants [CH3:1][C:2]1[N:3]=[C:4]([CH2:8][NH2:9])[S:5][C:6]=1[CH3:7].Br[C:11]1[C:12](=[O:31])[N:13]([CH3:30])[N:14]=[C:15]([O:17][CH2:18][C@H:19]2[CH2:21][C@@H:20]2[C:22]2[CH:27]=[CH:26][C:25]([O:28][CH3:29])=[CH:24][N:23]=2)[CH:16]=1.C1C=CC(P(C2C(C3C(P(C4C=CC=CC=4)C4C=CC=CC=4)=CC=C4C=3C=CC=C4)=C3C(C=CC=C3)=CC=2)C2C=CC=CC=2)=CC=1.C(O[Na])(C)(C)C, predict the reaction product. (4) The product is: [F:1][C:2]1[CH:3]=[C:4]([CH:22]=[CH:23][C:24]=1[S:25]([CH3:28])(=[O:26])=[O:27])[O:5][CH2:6][CH2:7][CH2:8][CH:9]1[CH2:10][CH2:11][NH:12][CH2:13][CH2:14]1. Given the reactants [F:1][C:2]1[CH:3]=[C:4]([CH:22]=[CH:23][C:24]=1[S:25]([CH3:28])(=[O:27])=[O:26])[O:5][CH2:6][CH2:7][CH2:8][CH:9]1[CH2:14][CH2:13][N:12](C(OC(C)(C)C)=O)[CH2:11][CH2:10]1.Cl, predict the reaction product.